The task is: Binary Classification. Given a miRNA mature sequence and a target amino acid sequence, predict their likelihood of interaction.. This data is from Experimentally validated miRNA-target interactions with 360,000+ pairs, plus equal number of negative samples. The miRNA is hsa-miR-518c-3p with sequence CAAAGCGCUUCUCUUUAGAGUGU. The protein sequence of the target gene is MATSMGLLLLLLLLLTQPGAGTGADTEAVVCVGTACYTAHSGKLSAAEAQNHCNQNGGNLATVKSKEEAQHVQRVLAQLLRREAALTARMSKFWIGLQREKGKCLDPSLPLKGFSWVGGGEDTPYSNWHKELRNSCISKRCVSLLLDLSQPLLPSRLPKWSEGPCGSPGSPGSNIEGFVCKFSFKGMCRPLALGGPGQVTYTTPFQTTSSSLEAVPFASAANVACGEGDKDETQSHYFLCKEKAPDVFDWGSSGPLCVSPKYGCNFNNGGCHQDCFEGGDGSFLCGCRPGFRLLDDLVTC.... Result: 0 (no interaction).